Dataset: Full USPTO retrosynthesis dataset with 1.9M reactions from patents (1976-2016). Task: Predict the reactants needed to synthesize the given product. (1) Given the product [CH2:25]([O:32][C:33]1[CH:38]=[C:37]([CH:36]=[CH:35][C:34]=1[N+:41]([O-:43])=[O:42])[CH2:1][CH:23]1[C:17]2[CH:16]=[CH:15][CH:14]=[CH:13][C:18]=2[CH2:19][CH2:20][CH2:21][C:22]1=[O:24])[C:26]1[CH:27]=[CH:28][CH:29]=[CH:30][CH:31]=1, predict the reactants needed to synthesize it. The reactants are: [CH:1](NC(C)C)(C)C.C([Li])CCC.[CH:13]1[C:18]2[CH2:19][CH2:20][CH2:21][C:22](=[O:24])[CH2:23][C:17]=2[CH:16]=[CH:15][CH:14]=1.[CH2:25]([O:32][C:33]1[CH:38]=[CH:37][C:36](CBr)=[CH:35][C:34]=1[N+:41]([O-:43])=[O:42])[C:26]1[CH:31]=[CH:30][CH:29]=[CH:28][CH:27]=1. (2) Given the product [CH3:16][N:6]1[CH:7]=[C:8]([C:10]2[CH:15]=[CH:14][CH:13]=[CH:12][CH:11]=2)[CH:9]=[C:5]1[C:3]([OH:4])=[O:2], predict the reactants needed to synthesize it. The reactants are: C[O:2][C:3]([C:5]1[N:6]([CH3:16])[CH:7]=[C:8]([C:10]2[CH:15]=[CH:14][CH:13]=[CH:12][CH:11]=2)[CH:9]=1)=[O:4].[Li+].[OH-].O. (3) Given the product [NH2:8][C:5]1[C:4]([N+:9]([O-:11])=[O:10])=[CH:3][C:2]([CH3:1])=[CH:7][C:6]=1[I:12], predict the reactants needed to synthesize it. The reactants are: [CH3:1][C:2]1[CH:7]=[CH:6][C:5]([NH2:8])=[C:4]([N+:9]([O-:11])=[O:10])[CH:3]=1.[I:12]I.